From a dataset of Forward reaction prediction with 1.9M reactions from USPTO patents (1976-2016). Predict the product of the given reaction. Given the reactants [CH3:1][S:2]([N:5]1[CH2:15][CH2:14][C:8]2[N:9]=[C:10]([OH:13])[N:11]=[CH:12][C:7]=2[CH2:6]1)(=[O:4])=[O:3].CS(O[CH2:21][CH2:22][O:23][CH:24]1[CH2:29][CH2:28][N:27]([C:30]2[N:35]=[CH:34][C:33]([CH2:36][CH3:37])=[CH:32][N:31]=2)[CH2:26][CH2:25]1)(=O)=O.C([O-])([O-])=O.[Cs+].[Cs+], predict the reaction product. The product is: [CH2:36]([C:33]1[CH:34]=[N:35][C:30]([N:27]2[CH2:26][CH2:25][CH:24]([O:23][CH2:22][CH2:21][O:13][C:10]3[N:11]=[CH:12][C:7]4[CH2:6][N:5]([S:2]([CH3:1])(=[O:3])=[O:4])[CH2:15][CH2:14][C:8]=4[N:9]=3)[CH2:29][CH2:28]2)=[N:31][CH:32]=1)[CH3:37].